This data is from Forward reaction prediction with 1.9M reactions from USPTO patents (1976-2016). The task is: Predict the product of the given reaction. (1) Given the reactants [F:1][C:2]1[CH:3]=[C:4]([CH:29]=[C:30]([N:32]2[CH2:37][CH2:36][O:35][CH2:34][CH2:33]2)[CH:31]=1)[C:5]([NH:7][C:8]1[C:17]2[C:12](=[CH:13][CH:14]=[CH:15][CH:16]=2)[C:11]([O:18][C:19]2[CH:24]=[CH:23][N:22]=[C:21](S(C)(=O)=O)[N:20]=2)=[CH:10][CH:9]=1)=[O:6].[NH:38]1[CH:42]=[CH:41][N:40]=[CH:39]1, predict the reaction product. The product is: [F:1][C:2]1[CH:3]=[C:4]([CH:29]=[C:30]([N:32]2[CH2:37][CH2:36][O:35][CH2:34][CH2:33]2)[CH:31]=1)[C:5]([NH:7][C:8]1[C:17]2[C:12](=[CH:13][CH:14]=[CH:15][CH:16]=2)[C:11]([O:18][C:19]2[CH:24]=[CH:23][N:22]=[C:21]([N:38]3[CH:42]=[CH:41][N:40]=[CH:39]3)[N:20]=2)=[CH:10][CH:9]=1)=[O:6]. (2) Given the reactants C[C@@H]1CCCCN1.[CH3:8][C@H:9]1[CH2:14][CH2:13][CH2:12][CH2:11][N:10]1[C:15]1[N:19]2[CH:20]=[C:21]([O:24][C@H:25]3[C:34]4[C:29](=[CH:30][CH:31]=[CH:32][CH:33]=4)[C@@H:28]([NH2:35])[CH2:27][CH2:26]3)[CH:22]=[CH:23][C:18]2=[N:17][N:16]=1, predict the reaction product. The product is: [CH3:8][C@@H:9]1[CH2:14][CH2:13][CH2:12][CH2:11][N:10]1[C:15]1[N:19]2[CH:20]=[C:21]([O:24][C@H:25]3[C:34]4[C:29](=[CH:30][CH:31]=[CH:32][CH:33]=4)[C@@H:28]([NH2:35])[CH2:27][CH2:26]3)[CH:22]=[CH:23][C:18]2=[N:17][N:16]=1. (3) Given the reactants [Si:1]([O:8][C:9]1[C:14]([CH3:15])=[CH:13][C:12]([C:16]2(O)[C:24]3[C:19](=[CH:20][CH:21]=[CH:22][CH:23]=3)[NH:18][C:17]2=[O:25])=[CH:11][C:10]=1[CH3:27])([C:4]([CH3:7])([CH3:6])[CH3:5])([CH3:3])[CH3:2].[CH3:28][O:29][C:30]1[CH:31]=[C:32](B(O)O)[CH:33]=[CH:34][CH:35]=1.C(N(CC)CC)C, predict the reaction product. The product is: [C:4]([Si:1]([CH3:3])([CH3:2])[O:8][C:9]1[C:10]([CH3:27])=[CH:11][C:12]([CH:16]2[C:24]3[C:19](=[CH:20][CH:21]=[CH:22][CH:23]=3)[N:18]([C:34]3[CH:33]=[CH:32][CH:31]=[C:30]([O:29][CH3:28])[CH:35]=3)[C:17]2=[O:25])=[CH:13][C:14]=1[CH3:15])([CH3:5])([CH3:7])[CH3:6]. (4) Given the reactants Cl[C:2]1[C:15]2[C:6](=[C:7]3[C:12](=[CH:13][CH:14]=2)[C:11](Cl)=[CH:10][CH:9]=[N:8]3)[N:5]=[CH:4][CH:3]=1, predict the reaction product. The product is: [CH3:4][N:5]([CH3:6])[C:2]1[C:15]2[C:6](=[C:7]3[C:12](=[CH:13][CH:14]=2)[C:11]([N:8]([CH3:9])[CH3:7])=[CH:10][CH:9]=[N:8]3)[N:5]=[CH:4][CH:3]=1. (5) Given the reactants C(N1C[CH2:8][N:7]([CH2:10][C:11]2[CH:16]=[CH:15][C:14]([C:17]3[NH:26][C:25](=[O:27])[C:24]4[C:19](=[CH:20][C:21]([O:30][CH3:31])=[CH:22][C:23]=4[O:28][CH3:29])[N:18]=3)=[CH:13][CH:12]=2)[CH2:6][CH2:5]1)(C)C.[OH-].[Na+], predict the reaction product. The product is: [CH:19]([NH:18][CH:17]1[CH2:5][CH2:6][N:7]([CH2:10][C:11]2[CH:12]=[CH:13][C:14]([C:17]3[NH:26][C:25](=[O:27])[C:24]4[C:19](=[CH:20][C:21]([O:30][CH3:31])=[CH:22][C:23]=4[O:28][CH3:29])[N:18]=3)=[CH:15][CH:16]=2)[CH2:8][CH2:14]1)([CH3:24])[CH3:20]. (6) Given the reactants [Br:1][C:2]1[CH:7]=[CH:6][C:5]([C:8]2[O:12][N:11]=[C:10]([CH3:13])[C:9]=2[CH2:14][C:15]([NH:17][NH2:18])=[O:16])=[CH:4][CH:3]=1.[C:19]1([CH2:25][C:26](Cl)=O)[CH:24]=[CH:23][CH:22]=[CH:21][CH:20]=1, predict the reaction product. The product is: [CH2:25]([C:26]1[O:16][C:15]([CH2:14][C:9]2[C:10]([CH3:13])=[N:11][O:12][C:8]=2[C:5]2[CH:6]=[CH:7][C:2]([Br:1])=[CH:3][CH:4]=2)=[N:17][N:18]=1)[C:19]1[CH:24]=[CH:23][CH:22]=[CH:21][CH:20]=1. (7) The product is: [C:9]([O:13][C:14]([N:16]1[CH2:21][CH2:20][N:19]2[C:22]([CH:25]([CH3:27])[CH3:26])=[N:23][C:24]([Cl:1])=[C:18]2[CH:17]1[CH2:28][CH2:29][C:30]1[CH:31]=[CH:32][C:33]([C:36]([F:37])([F:38])[F:39])=[CH:34][CH:35]=1)=[O:15])([CH3:11])([CH3:12])[CH3:10]. Given the reactants [Cl:1]N1C(=O)CCC1=O.[C:9]([O:13][C:14]([N:16]1[CH2:21][CH2:20][N:19]2[C:22]([CH:25]([CH3:27])[CH3:26])=[N:23][CH:24]=[C:18]2[CH:17]1[CH2:28][CH2:29][C:30]1[CH:35]=[CH:34][C:33]([C:36]([F:39])([F:38])[F:37])=[CH:32][CH:31]=1)=[O:15])([CH3:12])([CH3:11])[CH3:10], predict the reaction product. (8) Given the reactants CON(C)[C:4]([C:6]1[C:7]([NH2:15])=[N:8][C:9]([S:12][CH2:13][CH3:14])=[N:10][CH:11]=1)=[O:5].[CH3:17][O:18][C:19]1[CH:24]=[CH:23][C:22]([Mg]Br)=[CH:21][CH:20]=1, predict the reaction product. The product is: [NH2:15][C:7]1[C:6]([C:4]([C:22]2[CH:23]=[CH:24][C:19]([O:18][CH3:17])=[CH:20][CH:21]=2)=[O:5])=[CH:11][N:10]=[C:9]([S:12][CH2:13][CH3:14])[N:8]=1. (9) The product is: [NH2:15][C:16]1[CH:17]=[CH:18][C:19]([Cl:25])=[C:20]([CH:24]=1)[C:21]([NH:14][CH2:13][CH2:12][C:2]12[CH2:9][CH:8]3[CH2:7][CH:6]([CH2:5][CH:4]([CH2:10]3)[CH2:3]1)[CH2:11]2)=[O:22]. Given the reactants Cl.[C:2]12([CH2:12][CH2:13][NH2:14])[CH2:11][CH:6]3[CH2:7][CH:8]([CH2:10][CH:4]([CH2:5]3)[CH2:3]1)[CH2:9]2.[NH2:15][C:16]1[CH:17]=[CH:18][C:19]([Cl:25])=[C:20]([CH:24]=1)[C:21](O)=[O:22], predict the reaction product. (10) Given the reactants [F:1][C:2]1[C:7]([O:8][CH3:9])=[CH:6][CH:5]=[CH:4][C:3]=1[OH:10].[Cl-].[Mg+2].[Cl-].[CH2:14]=[O:15].Cl, predict the reaction product. The product is: [F:1][C:2]1[C:3]([OH:10])=[C:4]([CH:5]=[CH:6][C:7]=1[O:8][CH3:9])[CH:14]=[O:15].